From a dataset of NCI-60 drug combinations with 297,098 pairs across 59 cell lines. Regression. Given two drug SMILES strings and cell line genomic features, predict the synergy score measuring deviation from expected non-interaction effect. (1) Drug 1: C1=CC(=CC=C1C#N)C(C2=CC=C(C=C2)C#N)N3C=NC=N3. Drug 2: CC1=C(C=C(C=C1)C(=O)NC2=CC(=CC(=C2)C(F)(F)F)N3C=C(N=C3)C)NC4=NC=CC(=N4)C5=CN=CC=C5. Cell line: SK-MEL-28. Synergy scores: CSS=-0.169, Synergy_ZIP=-0.178, Synergy_Bliss=-1.04, Synergy_Loewe=-2.78, Synergy_HSA=-2.82. (2) Drug 1: CNC(=O)C1=CC=CC=C1SC2=CC3=C(C=C2)C(=NN3)C=CC4=CC=CC=N4. Drug 2: C#CCC(CC1=CN=C2C(=N1)C(=NC(=N2)N)N)C3=CC=C(C=C3)C(=O)NC(CCC(=O)O)C(=O)O. Cell line: NCI-H460. Synergy scores: CSS=-5.30, Synergy_ZIP=-1.25, Synergy_Bliss=-7.52, Synergy_Loewe=-7.85, Synergy_HSA=-8.31. (3) Drug 1: CCCCCOC(=O)NC1=NC(=O)N(C=C1F)C2C(C(C(O2)C)O)O. Cell line: NCI-H522. Drug 2: C(CC(=O)O)C(=O)CN.Cl. Synergy scores: CSS=11.5, Synergy_ZIP=1.98, Synergy_Bliss=6.67, Synergy_Loewe=3.52, Synergy_HSA=3.40. (4) Drug 1: C1=CC(=C2C(=C1NCCNCCO)C(=O)C3=C(C=CC(=C3C2=O)O)O)NCCNCCO. Drug 2: CC1=C(C(=O)C2=C(C1=O)N3CC4C(C3(C2COC(=O)N)OC)N4)N. Cell line: UACC62. Synergy scores: CSS=45.5, Synergy_ZIP=-10.3, Synergy_Bliss=-9.08, Synergy_Loewe=-4.30, Synergy_HSA=-1.69. (5) Drug 1: C1=CC(=CC=C1CCC2=CNC3=C2C(=O)NC(=N3)N)C(=O)NC(CCC(=O)O)C(=O)O. Drug 2: C1CN(P(=O)(OC1)NCCCl)CCCl. Cell line: MALME-3M. Synergy scores: CSS=12.1, Synergy_ZIP=-1.78, Synergy_Bliss=-0.735, Synergy_Loewe=-13.5, Synergy_HSA=0.574. (6) Drug 1: CC1=C(C=C(C=C1)C(=O)NC2=CC(=CC(=C2)C(F)(F)F)N3C=C(N=C3)C)NC4=NC=CC(=N4)C5=CN=CC=C5. Drug 2: C1C(C(OC1N2C=NC3=C2NC=NCC3O)CO)O. Cell line: SK-OV-3. Synergy scores: CSS=4.09, Synergy_ZIP=0.756, Synergy_Bliss=0.357, Synergy_Loewe=-3.91, Synergy_HSA=-2.25.